Dataset: Reaction yield outcomes from USPTO patents with 853,638 reactions. Task: Predict the reaction yield, written as a fraction of the theoretical maximum amount of product (1.0 means a 100% yield; for example, 0.34 means a 34% yield). (1) The reactants are Cl.[CH3:2][O:3][C:4]1[CH:9]=[CH:8][C:7]([C:10](=O)[CH2:11][CH2:12][C:13]([OH:15])=[O:14])=[CH:6][CH:5]=1.C(OCC)C. The product is [CH3:2][O:3][C:4]1[CH:5]=[CH:6][C:7]([CH2:10][CH2:11][CH2:12][C:13]([OH:15])=[O:14])=[CH:8][CH:9]=1. The yield is 0.510. The catalyst is O.[Zn].[Hg](Cl)Cl. (2) The reactants are [CH2:1]([O:23][C:24]1[CH:36]=[CH:35][C:34]2[C:33]3[C:28](=[CH:29][CH:30]=[CH:31][CH:32]=3)[C:27](=[O:37])[C:26]=2[CH:25]=1)[CH2:2][CH2:3][CH2:4][CH2:5][CH2:6][CH2:7][CH2:8][CH2:9][CH2:10][CH2:11][CH2:12][CH2:13][CH2:14][CH2:15][CH2:16][CH2:17][CH2:18][CH2:19][CH2:20][CH2:21][CH3:22].[Cl:38][C:39]1[CH:44]=[CH:43][C:42]([Mg]Br)=[CH:41][CH:40]=1.Cl. The catalyst is C1COCC1. The product is [CH2:1]([O:23][C:24]1[CH:36]=[CH:35][C:34]2[C:33]3[C:28](=[CH:29][CH:30]=[CH:31][CH:32]=3)[C:27]([C:42]3[CH:43]=[CH:44][C:39]([Cl:38])=[CH:40][CH:41]=3)([OH:37])[C:26]=2[CH:25]=1)[CH2:2][CH2:3][CH2:4][CH2:5][CH2:6][CH2:7][CH2:8][CH2:9][CH2:10][CH2:11][CH2:12][CH2:13][CH2:14][CH2:15][CH2:16][CH2:17][CH2:18][CH2:19][CH2:20][CH2:21][CH3:22]. The yield is 0.880. (3) The reactants are [Br:1][C:2]1[CH:3]=[C:4]2[C:9](=[CH:10][CH:11]=1)[CH2:8][C:7](=O)[CH2:6][CH2:5]2.[BH3-]C#[N:15].[Na+].Cl. The catalyst is CO. The product is [Br:1][C:2]1[CH:3]=[C:4]2[C:9](=[CH:10][CH:11]=1)[CH2:8][CH:7]([NH2:15])[CH2:6][CH2:5]2. The yield is 0.440. (4) The reactants are [Na:1].[N:2]1[C:10]([NH2:11])=[C:9]2[C:5]([N:6](C([C@@H]([C@H](CO)OCP(O)(O)=O)O)=O)[CH:7]=[N:8]2)=[N:4][CH:3]=1.N1C(N)=C2C(N([C:35]([CH2:37][C@H:38]([CH2:51][OH:52])[O:39][CH2:40][P:41]([O:47]C(C)C)([O:43]C(C)C)=[O:42])=[O:36])C=N2)=NC=1. No catalyst specified. The product is [Na:1].[N:2]1([C:35]([CH2:37][C@H:38]([CH2:51][OH:52])[O:39][CH2:40][P:41]([OH:43])([OH:47])=[O:42])=[O:36])[C:10]([NH2:11])=[C:9]2[C:5](=[N:6][CH:7]=[N:8]2)[N:4]=[CH:3]1. The yield is 0.430. (5) The reactants are [OH-:1].[Li+].[N+:3]([C:6]1[N:7]=[C:8]([C:11]([CH:13]([C:19]2[CH:24]=[CH:23][CH:22]=[CH:21]C=2)C(OCC)=O)=O)[NH:9][CH:10]=1)([O-:5])=[O:4].O.[CH2:26]([OH:28])C. No catalyst specified. The product is [N+:3]([C:6]1[N:7]=[C:8]([CH:11]([C:13]2[CH:19]=[CH:24][CH:23]=[CH:22][CH:21]=2)[C:26]([OH:28])=[O:1])[NH:9][CH:10]=1)([O-:5])=[O:4]. The yield is 0.960. (6) The reactants are [C:1]([O:5][C:6]([N:8]1[CH2:12][C:11](=[O:13])[CH2:10][N:9]1[C:14]([O:16][CH2:17][C:18]1[CH:23]=[CH:22][CH:21]=[CH:20][CH:19]=1)=[O:15])=[O:7])([CH3:4])([CH3:3])[CH3:2].CCOCC. The catalyst is O1CCCC1. The product is [C:1]([O:5][C:6]([N:8]1[CH2:12][CH:11]([OH:13])[CH2:10][N:9]1[C:14]([O:16][CH2:17][C:18]1[CH:23]=[CH:22][CH:21]=[CH:20][CH:19]=1)=[O:15])=[O:7])([CH3:4])([CH3:2])[CH3:3]. The yield is 0.930. (7) The reactants are [NH2:1][C:2]1[CH:10]=[CH:9][C:5]([C:6]([OH:8])=O)=[CH:4][CH:3]=1.CC[N:13]=C=NCCCN(C)C.[CH2:22]([CH:29]1[CH2:34][CH2:33][NH:32][CH2:31][CH2:30]1)[C:23]1[CH:28]=[CH:27][CH:26]=[CH:25][CH:24]=1.O. The catalyst is CN(C=O)C.CN(C1C=CN=CC=1)C. The product is [CH2:22]([CH:29]1[CH2:34][CH2:33][N:32]([C:4]2[CH:3]=[C:2]([NH2:1])[CH:10]=[CH:9][C:5]=2[C:6]([NH2:13])=[O:8])[CH2:31][CH2:30]1)[C:23]1[CH:28]=[CH:27][CH:26]=[CH:25][CH:24]=1. The yield is 0.500.